Dataset: Reaction yield outcomes from USPTO patents with 853,638 reactions. Task: Predict the reaction yield, written as a fraction of the theoretical maximum amount of product (1.0 means a 100% yield; for example, 0.34 means a 34% yield). (1) The product is [CH3:18][C:13]1[NH:14][C:15]([CH:17]=[C:3]2[C:4]3[C:9](=[CH:8][CH:7]=[CH:6][CH:5]=3)[NH:1][C:2]2=[O:10])=[CH:16][C:12]=1[CH3:11]. The yield is 0.570. The reactants are [NH:1]1[C:9]2[C:4](=[CH:5][CH:6]=[CH:7][CH:8]=2)[CH2:3][C:2]1=[O:10].[CH3:11][C:12]1[CH:16]=[C:15]([CH3:17])[NH:14][C:13]=1[CH:18]=O. The catalyst is N1CCCCC1.C(O)C. (2) The reactants are [F:1][C:2]1[C:7]2[N:8]=[CH:9][O:10][C:6]=2[CH:5]=[C:4]([C:11]([OH:13])=O)[C:3]=1[NH:14][C:15]1[CH:20]=[CH:19][C:18]([I:21])=[CH:17][C:16]=1[F:22].C1C=CC2N(O)N=NC=2C=1.CCN=C=NCCCN(C)C.[CH:44]([O:46][CH2:47][CH2:48][O:49][NH2:50])=[CH2:45].[NH4+].[Cl-]. The catalyst is C(Cl)Cl. The product is [F:1][C:2]1[C:7]2[N:8]=[CH:9][O:10][C:6]=2[CH:5]=[C:4]([C:11]([NH:50][O:49][CH2:48][CH2:47][O:46][CH:44]=[CH2:45])=[O:13])[C:3]=1[NH:14][C:15]1[CH:20]=[CH:19][C:18]([I:21])=[CH:17][C:16]=1[F:22]. The yield is 0.748. (3) The reactants are [CH3:1][O:2][CH2:3][CH2:4][S:5]([C:8]1[CH:16]=[CH:15][C:11]([CH2:12][CH2:13]Br)=[CH:10][CH:9]=1)(=[O:7])=[O:6].C(OC(C1C=CC(CCBr)=CC=1)=O)C.[Cl:31][C:32]1[CH:33]=[C:34]([C:39]2[NH:40][CH:41]=[C:42]([C:50]3[CH2:51][CH2:52][NH:53][CH2:54][CH:55]=3)[C:43]=2[C:44]2[CH:49]=[CH:48][N:47]=[CH:46][CH:45]=2)[CH:35]=[CH:36][C:37]=1[F:38].Cl. No catalyst specified. The product is [Cl:31][C:32]1[CH:33]=[C:34]([C:39]2[NH:40][CH:41]=[C:42]([C:50]3[CH2:51][CH2:52][N:53]([CH2:13][CH2:12][C:11]4[CH:15]=[CH:16][C:8]([S:5]([CH2:4][CH2:3][O:2][CH3:1])(=[O:7])=[O:6])=[CH:9][CH:10]=4)[CH2:54][CH:55]=3)[C:43]=2[C:44]2[CH:45]=[CH:46][N:47]=[CH:48][CH:49]=2)[CH:35]=[CH:36][C:37]=1[F:38]. The yield is 0.500. (4) The reactants are [CH2:1]([O:3][C:4](=[O:30])[CH:5]=[CH:6][C:7]1[N:8]=[C:9]([NH:12][C:13]([NH:15][C:16]2[CH:21]=[CH:20][C:19]([CH3:22])=[CH:18][C:17]=2[C:23]([CH:25]2[CH2:29][CH2:28][CH2:27][CH2:26]2)=[O:24])=[O:14])[S:10][CH:11]=1)[CH3:2]. The catalyst is [Pd]. The product is [CH2:1]([O:3][C:4](=[O:30])[CH2:5][CH2:6][C:7]1[N:8]=[C:9]([NH:12][C:13]([NH:15][C:16]2[CH:21]=[CH:20][C:19]([CH3:22])=[CH:18][C:17]=2[C:23]([CH:25]2[CH2:29][CH2:28][CH2:27][CH2:26]2)=[O:24])=[O:14])[S:10][CH:11]=1)[CH3:2]. The yield is 0.960. (5) The reactants are Cl[CH2:2][C:3]1[N:4]=[C:5]([C:8]2[CH:13]=[CH:12][CH:11]=[CH:10][CH:9]=2)[O:6][CH:7]=1.[OH:14][C:15]1[CH:36]=[CH:35][C:18]([CH2:19][O:20]/[N:21]=[C:22](/[C:29]2[CH:34]=[CH:33][CH:32]=[CH:31][CH:30]=2)\[CH2:23][CH2:24][C:25]([O:27][CH3:28])=[O:26])=[CH:17][CH:16]=1.C(=O)([O-])[O-].[K+].[K+].CN(C)C=O. The catalyst is C(OCC)(=O)C.CCCCCC.O. The product is [C:29]1(/[C:22](=[N:21]/[O:20][CH2:19][C:18]2[CH:35]=[CH:36][C:15]([O:14][CH2:2][C:3]3[N:4]=[C:5]([C:8]4[CH:13]=[CH:12][CH:11]=[CH:10][CH:9]=4)[O:6][CH:7]=3)=[CH:16][CH:17]=2)/[CH2:23][CH2:24][C:25]([O:27][CH3:28])=[O:26])[CH:30]=[CH:31][CH:32]=[CH:33][CH:34]=1. The yield is 0.580. (6) The reactants are CC1(C)C(C)(C)OB([C:9]2[CH:14]=[N:13][CH:12]=[CH:11][N:10]=2)O1.Br[C:17]1[CH:18]=[C:19]2[C:25]([C:26]3[CH:31]=[CH:30][CH:29]=[CH:28][CH:27]=3)=[N:24][N:23](C3CCCCO3)[C:20]2=[CH:21][N:22]=1. No catalyst specified. The product is [C:26]1([C:25]2[C:19]3[C:20](=[CH:21][N:22]=[C:17]([C:9]4[CH:14]=[N:13][CH:12]=[CH:11][N:10]=4)[CH:18]=3)[NH:23][N:24]=2)[CH:27]=[CH:28][CH:29]=[CH:30][CH:31]=1. The yield is 0.280. (7) The product is [O:24]=[C:23]1[CH2:22][CH2:21][CH2:20][CH2:19][N:17]1[C:13]1[CH:12]=[C:11]2[C:16](=[CH:15][CH:14]=1)[N:8]([C:6]([O:5][C:1]([CH3:4])([CH3:2])[CH3:3])=[O:7])[CH2:9][CH2:10]2. The yield is 0.500. The reactants are [C:1]([O:5][C:6]([N:8]1[C:16]2[C:11](=[CH:12][C:13]([NH2:17])=[CH:14][CH:15]=2)[CH2:10][CH2:9]1)=[O:7])([CH3:4])([CH3:3])[CH3:2].Br[CH2:19][CH2:20][CH2:21][CH2:22][C:23](Cl)=[O:24].C1COCC1.CC(C)([O-])C.[K+]. The catalyst is O.